From a dataset of Reaction yield outcomes from USPTO patents with 853,638 reactions. Predict the reaction yield, written as a fraction of the theoretical maximum amount of product (1.0 means a 100% yield; for example, 0.34 means a 34% yield). (1) The reactants are O=P(Cl)(Cl)Cl.[Br:6][C:7]1[CH:15]=[CH:14][CH:13]=[C:12]2[C:8]=1[CH:9]=[CH:10][NH:11]2.CN([CH:19]=[O:20])C. No catalyst specified. The product is [Br:6][C:7]1[CH:15]=[CH:14][CH:13]=[C:12]2[C:8]=1[C:9]([CH:19]=[O:20])=[CH:10][NH:11]2. The yield is 0.650. (2) The reactants are [F:1][C:2]([F:15])([F:14])[CH2:3][N:4]1[CH2:9][CH2:8][N:7]2[N:10]=[C:11]([NH2:13])[CH:12]=[C:6]2[CH2:5]1.Br[C:17]1[C:18](=[O:25])[N:19]([CH3:24])[CH:20]=[C:21]([Br:23])[CH:22]=1.C(=O)([O-])[O-].[Cs+].[Cs+].CC1(C)C2C(=C(P(C3C=CC=CC=3)C3C=CC=CC=3)C=CC=2)OC2C(P(C3C=CC=CC=3)C3C=CC=CC=3)=CC=CC1=2. The catalyst is C1C=CC(/C=C/C(/C=C/C2C=CC=CC=2)=O)=CC=1.C1C=CC(/C=C/C(/C=C/C2C=CC=CC=2)=O)=CC=1.C1C=CC(/C=C/C(/C=C/C2C=CC=CC=2)=O)=CC=1.[Pd].[Pd].O1CCOCC1. The product is [Br:23][C:21]1[CH:22]=[C:17]([NH:13][C:11]2[CH:12]=[C:6]3[CH2:5][N:4]([CH2:3][C:2]([F:1])([F:14])[F:15])[CH2:9][CH2:8][N:7]3[N:10]=2)[C:18](=[O:25])[N:19]([CH3:24])[CH:20]=1. The yield is 0.760. (3) The reactants are [CH2:1]([O:8][C:9]([NH:11][C@H:12]([C:22]([NH:24][CH2:25][CH2:26][CH:27](OCC)[O:28]CC)=[O:23])[CH2:13][CH2:14][C:15]([O:17][C:18]([CH3:21])([CH3:20])[CH3:19])=[O:16])=[O:10])[C:2]1[CH:7]=[CH:6][CH:5]=[CH:4][CH:3]=1.Cl. The catalyst is O1CCCC1. The product is [CH2:1]([O:8][C:9]([NH:11][C@H:12]([C:22](=[O:23])[NH:24][CH2:25][CH2:26][CH:27]=[O:28])[CH2:13][CH2:14][C:15]([O:17][C:18]([CH3:19])([CH3:21])[CH3:20])=[O:16])=[O:10])[C:2]1[CH:3]=[CH:4][CH:5]=[CH:6][CH:7]=1. The yield is 0.910. (4) The product is [Cl:1][C:2]1[CH:7]=[C:6](/[CH:8]=[CH:9]/[CH:10]([C:15]2[CH:16]=[C:17]([Cl:22])[CH:18]=[C:19]([Cl:21])[CH:20]=2)[C:11]([F:13])([F:14])[F:12])[CH:5]=[CH:4][C:3]=1[CH2:23][NH:24][C:41](=[O:34])[CH3:42]. The reactants are [Cl:1][C:2]1[CH:7]=[C:6](/[CH:8]=[CH:9]/[CH:10]([C:15]2[CH:20]=[C:19]([Cl:21])[CH:18]=[C:17]([Cl:22])[CH:16]=2)[C:11]([F:14])([F:13])[F:12])[CH:5]=[CH:4][C:3]=1[CH2:23][NH2:24].C1C=CC2N([OH:34])N=NC=2C=1.CCN=C=NC[CH2:41][CH2:42]N(C)C.Cl.CCN(C(C)C)C(C)C. The yield is 0.600. The catalyst is CN(C=O)C.O. (5) The reactants are [CH:1]([N:4]1[CH:9]([CH3:10])[CH2:8][N:7]([C:11]2[CH:18]=[CH:17][C:14]([CH:15]=O)=[CH:13][CH:12]=2)[CH2:6][CH:5]1[CH3:19])([CH3:3])[CH3:2].OS([O-])=O.[Na+].CC1C=CC(S(O)(=O)=O)=CC=1.[NH2:36][C:37]1[CH:45]=[C:44]([O:46][CH3:47])[CH:43]=[C:42]([O:48][CH3:49])[C:38]=1[C:39]([NH2:41])=[O:40]. The catalyst is CC(N(C)C)=O.O. The product is [CH:1]([N:4]1[C@@H:9]([CH3:10])[CH2:8][N:7]([C:11]2[CH:18]=[CH:17][C:14]([C:15]3[NH:41][C:39](=[O:40])[C:38]4[C:37](=[CH:45][C:44]([O:46][CH3:47])=[CH:43][C:42]=4[O:48][CH3:49])[N:36]=3)=[CH:13][CH:12]=2)[CH2:6][C@H:5]1[CH3:19])([CH3:3])[CH3:2]. The yield is 0.170. (6) The reactants are [O-2].[Ba+2].[N+:3]([O-:6])([O-:5])=[O:4].[Ba+2].[N+:3]([O-:6])([O-:5])=[O:4].[F:12][C:13]1[CH:14]=[N:15][CH:16]=[CH:17][CH:18]=1.[NH:19](S(O)(=O)=O)O. The catalyst is O. The product is [N+:3]([O-:6])([O-:5])=[O:4].[NH2:19][N+:15]1[CH:16]=[CH:17][CH:18]=[C:13]([F:12])[CH:14]=1. The yield is 0.770. (7) The reactants are C(=O)([O-])[O-].[K+].[K+].C1(=O)O[CH2:10][CH2:9][O:8]1.[Br:13][C:14]1[CH:19]=[CH:18][C:17]([OH:20])=[C:16]([O:21][CH3:22])[CH:15]=1.O. The catalyst is C1(C)C=CC=CC=1.C(OCC)(=O)C. The product is [Br:13][C:14]1[CH:19]=[CH:18][C:17]([O:20][CH2:10][CH2:9][OH:8])=[C:16]([O:21][CH3:22])[CH:15]=1. The yield is 0.826. (8) The reactants are I[C:2]1[N:6]2[CH:7]=[C:8]([C:12]3[CH:17]=[CH:16][C:15]([C:18]([F:21])([F:20])[F:19])=[CH:14][CH:13]=3)[CH:9]=[C:10]([CH3:11])[C:5]2=[N:4][CH:3]=1.C[Si]([C:26]#[CH:27])(C)C.CCN(CC)CC. The catalyst is C1COCC1.Cl[Pd](Cl)([P](C1C=CC=CC=1)(C1C=CC=CC=1)C1C=CC=CC=1)[P](C1C=CC=CC=1)(C1C=CC=CC=1)C1C=CC=CC=1.C1C=CC(P(C2C=CC=CC=2)C2C=CC=CC=2)=CC=1. The product is [C:26]([C:2]1[N:6]2[CH:7]=[C:8]([C:12]3[CH:17]=[CH:16][C:15]([C:18]([F:21])([F:20])[F:19])=[CH:14][CH:13]=3)[CH:9]=[C:10]([CH3:11])[C:5]2=[N:4][CH:3]=1)#[CH:27]. The yield is 0.850. (9) The reactants are [N:1]1[CH:6]=[CH:5][CH:4]=[N:3][C:2]=1[CH2:7][OH:8].[CH:9]1([NH:12][C:13](=[O:31])[C:14]2[CH:19]=[CH:18][C:17]([CH3:20])=[C:16]([NH:21][C:22](=[O:30])[C:23]3[CH:28]=[CH:27][C:26](O)=[CH:25][CH:24]=3)[CH:15]=2)[CH2:11][CH2:10]1. No catalyst specified. The product is [CH:9]1([NH:12][C:13](=[O:31])[C:14]2[CH:19]=[CH:18][C:17]([CH3:20])=[C:16]([NH:21][C:22](=[O:30])[C:23]3[CH:24]=[CH:25][C:26]([O:8][CH2:7][C:2]4[N:3]=[CH:4][CH:5]=[CH:6][N:1]=4)=[CH:27][CH:28]=3)[CH:15]=2)[CH2:11][CH2:10]1. The yield is 0.580. (10) The reactants are FC(F)(F)S(O[C:7]1[CH:15]=[CH:14][C:13]([C:16](=[O:18])[CH3:17])=[C:12]2[C:8]=1[CH2:9][CH2:10][CH2:11]2)(=O)=O.[C:21]([O-:24])([O-])=[O:22].[Na+].[Na+].[C]=O.[CH3:29]O. The catalyst is C1C=CC(P(C2C=CC=CC=2)[C-]2C=CC=C2)=CC=1.C1C=CC(P(C2C=CC=CC=2)[C-]2C=CC=C2)=CC=1.Cl[Pd]Cl.[Fe+2]. The product is [C:16]([C:13]1[C:12]2[CH2:11][CH2:10][CH2:9][C:8]=2[C:7]([C:21]([O:24][CH3:29])=[O:22])=[CH:15][CH:14]=1)(=[O:18])[CH3:17]. The yield is 0.940.